This data is from Peptide-MHC class I binding affinity with 185,985 pairs from IEDB/IMGT. The task is: Regression. Given a peptide amino acid sequence and an MHC pseudo amino acid sequence, predict their binding affinity value. This is MHC class I binding data. The peptide sequence is ILFFAYVMNI. The MHC is HLA-A02:02 with pseudo-sequence HLA-A02:02. The binding affinity (normalized) is 0.981.